This data is from Full USPTO retrosynthesis dataset with 1.9M reactions from patents (1976-2016). The task is: Predict the reactants needed to synthesize the given product. (1) The reactants are: Cl.[NH2:2][C@H:3]1[CH2:8][CH2:7][CH2:6][CH2:5][C@H:4]1[OH:9].N1C=CC=CC=1.[Cl:16][C:17]1[CH:22]=[C:21]([Cl:23])[CH:20]=[CH:19][C:18]=1[C:24]1[N:25]([C:33]2[CH:38]=[CH:37][C:36]([O:39][CH2:40][CH2:41][C:42]([F:45])([F:44])[F:43])=[CH:35][CH:34]=2)[C:26]([CH3:32])=[C:27]([C:29](Cl)=[O:30])[N:28]=1. Given the product [Cl:16][C:17]1[CH:22]=[C:21]([Cl:23])[CH:20]=[CH:19][C:18]=1[C:24]1[N:25]([C:33]2[CH:34]=[CH:35][C:36]([O:39][CH2:40][CH2:41][C:42]([F:44])([F:45])[F:43])=[CH:37][CH:38]=2)[C:26]([CH3:32])=[C:27]([C:29]([NH:2][C@@H:3]2[CH2:8][CH2:7][CH2:6][CH2:5][C@@H:4]2[OH:9])=[O:30])[N:28]=1, predict the reactants needed to synthesize it. (2) Given the product [CH3:1][O:2][C:3]([C:5]1[S:6][CH:7]=[CH:8][C:9]=1[NH:10][C:17](=[O:26])[C:18]1[CH:23]=[CH:22][CH:21]=[C:20]([O:24][CH3:25])[CH:19]=1)=[O:4], predict the reactants needed to synthesize it. The reactants are: [CH3:1][O:2][C:3]([C:5]1[S:6][CH:7]=[CH:8][C:9]=1[NH2:10])=[O:4].C(=O)([O-])[O-].[K+].[K+].[C:17](Cl)(=[O:26])[C:18]1[CH:23]=[CH:22][CH:21]=[C:20]([O:24][CH3:25])[CH:19]=1.